This data is from Forward reaction prediction with 1.9M reactions from USPTO patents (1976-2016). The task is: Predict the product of the given reaction. (1) Given the reactants C(O)C.O=[C:5]([CH3:14])[CH2:6][C:7]([O:9][C:10]([CH3:13])([CH3:12])[CH3:11])=[O:8].[F:15][C:16]1[CH:21]=[CH:20][CH:19]=[CH:18][C:17]=1[NH:22][NH2:23], predict the reaction product. The product is: [F:15][C:16]1[CH:21]=[CH:20][CH:19]=[CH:18][C:17]=1[NH:22][N:23]=[C:5]([CH3:14])[CH2:6][C:7]([O:9][C:10]([CH3:13])([CH3:12])[CH3:11])=[O:8]. (2) Given the reactants Br[C:2]1[CH:7]=[CH:6][C:5]([C@H:8]([C:20]2[CH:25]=[CH:24][CH:23]=[CH:22][C:21]=2[CH3:26])[CH2:9]/[C:10](/[C:13]2[CH:18]=[CH:17][N:16]=[C:15]([CH3:19])[CH:14]=2)=[N:11]\[OH:12])=[CH:4][CH:3]=1.[CH3:27][S:28]([N:31]1[CH2:36][CH2:35][NH:34][CH2:33][CH2:32]1)(=[O:30])=[O:29], predict the reaction product. The product is: [CH3:19][C:15]1[CH:14]=[C:13](/[C:10](=[N:11]/[OH:12])/[CH2:9][C@H:8]([C:5]2[CH:4]=[CH:3][C:2]([N:34]3[CH2:35][CH2:36][N:31]([S:28]([CH3:27])(=[O:30])=[O:29])[CH2:32][CH2:33]3)=[CH:7][CH:6]=2)[C:20]2[CH:25]=[CH:24][CH:23]=[CH:22][C:21]=2[CH3:26])[CH:18]=[CH:17][N:16]=1. (3) Given the reactants [N+:1]([C:4]1[CH:5]=[CH:6][C:7](OC2C=C3C(=CC=2)OC(C2C=CC=CC=2)CC3)=[N:8][CH:9]=1)([O-:3])=[O:2].[OH:27][C:28]1[CH:29]=[C:30]([CH:34]2[CH2:43][CH2:42][C:41]3[C:36](=[CH:37][CH:38]=[C:39]([O:44][C:45]4[N:50]=[CH:49][C:48]([NH:51][C:52](=[O:54])[CH3:53])=[CH:47][CH:46]=4)[CH:40]=3)[O:35]2)[CH:31]=[CH:32][CH:33]=1, predict the reaction product. The product is: [N+:1]([C:4]1[CH:5]=[CH:6][C:7]([O:27][C:28]2[CH:29]=[C:30]([CH:34]3[CH2:43][CH2:42][C:41]4[C:36](=[CH:37][CH:38]=[C:39]([O:44][C:45]5[N:50]=[CH:49][C:48]([NH:51][C:52](=[O:54])[CH3:53])=[CH:47][CH:46]=5)[CH:40]=4)[O:35]3)[CH:31]=[CH:32][CH:33]=2)=[N:8][CH:9]=1)([O-:3])=[O:2]. (4) Given the reactants [Br:1][C:2]1[CH:7]=[C:6]([CH3:8])[C:5]([N+:9]([O-])=O)=[CH:4][C:3]=1[CH3:12].N#N.O.NN, predict the reaction product. The product is: [NH2:9][C:5]1[CH:4]=[C:3]([CH3:12])[C:2]([Br:1])=[CH:7][C:6]=1[CH3:8]. (5) Given the reactants C[O:2][C:3]1[CH:8]=[CH:7][C:6]([C:9]2([C:17]3[CH:22]=[CH:21][CH:20]=[C:19]([O:23][C:24]4[CH:29]=[CH:28][CH:27]=[CH:26][CH:25]=4)[CH:18]=3)[NH:13][C:12](=[S:14])[N:11]([CH3:15])[C:10]2=[O:16])=[CH:5][CH:4]=1.B(Br)(Br)Br.C(OCC)(=O)C, predict the reaction product. The product is: [OH:2][C:3]1[CH:8]=[CH:7][C:6]([C:9]2([C:17]3[CH:22]=[CH:21][CH:20]=[C:19]([O:23][C:24]4[CH:25]=[CH:26][CH:27]=[CH:28][CH:29]=4)[CH:18]=3)[NH:13][C:12](=[S:14])[N:11]([CH3:15])[C:10]2=[O:16])=[CH:5][CH:4]=1. (6) Given the reactants Cl.C[O:3][C:4](=[O:38])[C:5]1[CH:10]=[CH:9][C:8](OC2C=CC(C[C@H](N)C3N(CCCC)C=C(C4C=CC(Cl)=CC=4Cl)N=3)=CC=2)=[CH:7][CH:6]=1.COC1C=CC=CC=1CC(O)=O, predict the reaction product. The product is: [C:4]([OH:38])(=[O:3])[C:5]1[CH:10]=[CH:9][CH:8]=[CH:7][CH:6]=1.